This data is from Reaction yield outcomes from USPTO patents with 853,638 reactions. The task is: Predict the reaction yield, written as a fraction of the theoretical maximum amount of product (1.0 means a 100% yield; for example, 0.34 means a 34% yield). (1) The reactants are [CH3:1][C:2]1[N:6]([C:7]2[CH:12]=[CH:11][CH:10]=[CH:9][CH:8]=2)[N:5]=[C:4]([C:13]([OH:15])=O)[CH:3]=1.C(Cl)(=O)C(Cl)=O.[NH2:22][C:23]1[CH:44]=[CH:43][C:26]([O:27][C:28]2[CH:29]=[CH:30][C:31]3[N:32]([CH:34]=[C:35]([NH:37][C:38]([CH:40]4[CH2:42][CH2:41]4)=[O:39])[N:36]=3)[CH:33]=2)=[CH:25][CH:24]=1.C(=O)([O-])O.[Na+]. The catalyst is O1CCCC1.CN(C)C=O.CN(C)C(=O)C. The product is [CH:40]1([C:38]([NH:37][C:35]2[N:36]=[C:31]3[CH:30]=[CH:29][C:28]([O:27][C:26]4[CH:25]=[CH:24][C:23]([NH:22][C:13]([C:4]5[CH:3]=[C:2]([CH3:1])[N:6]([C:7]6[CH:8]=[CH:9][CH:10]=[CH:11][CH:12]=6)[N:5]=5)=[O:15])=[CH:44][CH:43]=4)=[CH:33][N:32]3[CH:34]=2)=[O:39])[CH2:41][CH2:42]1. The yield is 0.390. (2) The reactants are F[C:2]1[CH:12]=[CH:11][C:5]([C:6]([O:8][CH2:9][CH3:10])=[O:7])=[CH:4][CH:3]=1.Cl.[NH:14]1[CH2:17][CH:16]([OH:18])[CH2:15]1.C(=O)([O-])[O-].[K+].[K+]. The yield is 0.726. The catalyst is CS(C)=O.C(OCC)(=O)C. The product is [OH:18][CH:16]1[CH2:17][N:14]([C:2]2[CH:12]=[CH:11][C:5]([C:6]([O:8][CH2:9][CH3:10])=[O:7])=[CH:4][CH:3]=2)[CH2:15]1. (3) The reactants are [H-].[Na+].[CH3:3][NH:4][C:5](=[O:9])[CH2:6][C:7]#[N:8].NCC[C:13]1[N:21]=[C:20]([Cl:22])[CH:19]=[CH:18][C:14]=1[C:15](F)=[O:16].[C:23](O)(=O)[CH3:24].C[N:28](C)C=O. The catalyst is O. The product is [NH2:8][C:7]1[N:28]([CH2:23][CH3:24])[C:13]2[C:14]([C:15](=[O:16])[C:6]=1[C:5]([NH:4][CH3:3])=[O:9])=[CH:18][CH:19]=[C:20]([Cl:22])[N:21]=2. The yield is 0.940. (4) The product is [CH2:22]([C:23]1[CH:3]=[C:2]([OH:4])[CH:1]=[CH:19][C:18]=1[NH:17][CH2:16][C:15]([OH:25])=[O:46])[CH:21]=[CH2:20]. The yield is 0.700. The catalyst is C1COCC1.[I-].C([N+](CCCC)(CCCC)CCCC)CCC.C(O)C.O. The reactants are [CH3:1][C:2](C)([O-:4])[CH3:3].[K+].C(N=[C:15]([OH:25])[CH2:16][NH:17][C:18]1[CH:23]=[CH:22][C:21](O)=[CH:20][CH:19]=1)C1C=CC=CC=1.C(Br)C=C.ClCC1C2C(=CC=CC=2)N=C(C)C=1.Cl.CS(O)(=O)=[O:46].